From a dataset of NCI-60 drug combinations with 297,098 pairs across 59 cell lines. Regression. Given two drug SMILES strings and cell line genomic features, predict the synergy score measuring deviation from expected non-interaction effect. Cell line: UACC-257. Synergy scores: CSS=0.947, Synergy_ZIP=-5.40, Synergy_Bliss=-11.2, Synergy_Loewe=-20.0, Synergy_HSA=-11.8. Drug 2: C1=NC2=C(N1)C(=S)N=CN2. Drug 1: CC(C1=C(C=CC(=C1Cl)F)Cl)OC2=C(N=CC(=C2)C3=CN(N=C3)C4CCNCC4)N.